Dataset: Forward reaction prediction with 1.9M reactions from USPTO patents (1976-2016). Task: Predict the product of the given reaction. (1) Given the reactants [CH3:1][CH2:2][CH2:3][N:4]([C@@H:12]1[CH2:22][C:16]2[CH:17]=[CH:18][CH:19]=[C:20]([OH:21])[C:15]=2[CH2:14][CH2:13]1)[CH2:5][CH2:6][C:7]1[S:11][CH:10]=[CH:9][CH:8]=1.[ClH:23], predict the reaction product. The product is: [CH3:1][CH2:2][CH2:3][N:4]([C@@H:12]1[CH2:22][C:16]2[CH:17]=[CH:18][CH:19]=[C:20]([OH:21])[C:15]=2[CH2:14][CH2:13]1)[CH2:5][CH2:6][C:7]1[S:11][CH:10]=[CH:9][CH:8]=1.[ClH:23]. (2) Given the reactants [C:1]1([S:7]([C:9]2[CH:14]=[CH:13][CH:12]=[CH:11][CH:10]=2)=O)[CH:6]=[CH:5][CH:4]=[CH:3][CH:2]=1.FC(F)(F)C(OC(=O)C(F)(F)F)=O.[F:28][C:29]([F:56])([S:52]([OH:55])(=[O:54])=[O:53])[C:30]([F:51])([F:50])[C:31]([F:49])([F:48])[C:32]([F:47])([F:46])[C:33]([F:45])([F:44])[C:34]([F:43])([F:42])[C:35]([F:41])([F:40])[C:36]([F:39])([F:38])[F:37], predict the reaction product. The product is: [F:56][C:29]([F:28])([S:52]([O-:55])(=[O:54])=[O:53])[C:30]([F:50])([F:51])[C:31]([F:49])([F:48])[C:32]([F:46])([F:47])[C:33]([F:45])([F:44])[C:34]([F:43])([F:42])[C:35]([F:41])([F:40])[C:36]([F:39])([F:38])[F:37].[CH3:36][C:35]1[CH:30]=[CH:31][C:32]([S+:7]([C:9]2[CH:10]=[CH:11][CH:12]=[CH:13][CH:14]=2)[C:1]2[CH:6]=[CH:5][CH:4]=[CH:3][CH:2]=2)=[CH:33][CH:34]=1. (3) Given the reactants [NH2:1][C@H:2]([C:4]1[CH:5]=[C:6]([NH:10][C:11]2[CH:16]=[CH:15][N:14]=[CH:13][CH:12]=2)[CH:7]=[CH:8][CH:9]=1)[CH3:3].[F:17][C:18]1[CH:29]=[CH:28][C:27]([F:30])=[CH:26][C:19]=1[CH:20]=[C:21](Cl)[C:22](O)=[O:23].CCN=C=NCCCN(C)C.Cl.C(N(CC)CC)C, predict the reaction product. The product is: [F:17][C:18]1[CH:29]=[CH:28][C:27]([F:30])=[CH:26][C:19]=1[CH:20]=[CH:21][C:22]([NH:1][CH:2]([C:4]1[CH:9]=[CH:8][CH:7]=[C:6]([NH:10][C:11]2[CH:12]=[CH:13][N:14]=[CH:15][CH:16]=2)[CH:5]=1)[CH3:3])=[O:23]. (4) Given the reactants N1CCOCC1.C([Li])CCC.Br[C:13]1[CH:20]=[C:19]([O:21][CH3:22])[C:18]([O:23][CH2:24][CH3:25])=[CH:17][C:14]=1[CH:15]=[O:16].[F:26]NS(C1C=CC=CC=1)(=O)=O.[Cl-].[NH4+], predict the reaction product. The product is: [CH2:24]([O:23][C:18]1[C:19]([O:21][CH3:22])=[CH:20][C:13]([F:26])=[C:14]([CH:17]=1)[CH:15]=[O:16])[CH3:25]. (5) Given the reactants [NH2:1][C:2]1[NH:3][CH2:4][CH2:5][CH2:6][N:7]=1.[Br:8][C:9]1[CH:42]=[CH:41][C:12]2[N:13]=[C:14]([NH:16][C@H:17]([C:34]([O:36][C:37]([CH3:40])([CH3:39])[CH3:38])=[O:35])[CH2:18][NH:19][C:20](=[O:33])[C:21]3[CH:26]=[CH:25][C:24]([CH2:27][CH2:28][C:29](OC)=[O:30])=[CH:23][CH:22]=3)[S:15][C:11]=2[CH:10]=1, predict the reaction product. The product is: [Br:8][C:9]1[CH:42]=[CH:41][C:12]2[N:13]=[C:14]([NH:16][C@H:17]([C:34]([O:36][C:37]([CH3:38])([CH3:39])[CH3:40])=[O:35])[CH2:18][NH:19][C:20](=[O:33])[C:21]3[CH:22]=[CH:23][C:24]([CH2:27][CH2:28][C:29](=[O:30])[NH:1][C:2]4[NH:7][CH2:6][CH2:5][CH2:4][N:3]=4)=[CH:25][CH:26]=3)[S:15][C:11]=2[CH:10]=1. (6) Given the reactants [CH3:1][O:2][C:3]([C:5]1[CH:9]=[C:8]([C:10](=O)[CH2:11]Br)[S:7][CH:6]=1)=[O:4].[CH:14]([NH2:16])=[O:15], predict the reaction product. The product is: [CH3:1][O:2][C:3]([C:5]1[CH:9]=[C:8]([C:10]2[N:16]=[CH:14][O:15][CH:11]=2)[S:7][CH:6]=1)=[O:4]. (7) Given the reactants [C:1]([O:5][C:6]([N:8]1[CH2:12][C@H:11]([OH:13])[CH2:10][C@H:9]1[C:14]([OH:16])=O)=[O:7])([CH3:4])([CH3:3])[CH3:2].[O:17]1[C:21]([C:22]2[CH:27]=[CH:26][C:25]([CH2:28][NH2:29])=[CH:24][CH:23]=2)=[CH:20][N:19]=[CH:18]1.CCN(C(C)C)C(C)C.CN(C(ON1N=NC2C=CC=NC1=2)=[N+](C)C)C.F[P-](F)(F)(F)(F)F, predict the reaction product. The product is: [OH:13][C@H:11]1[CH2:12][N:8]([C:6]([O:5][C:1]([CH3:2])([CH3:3])[CH3:4])=[O:7])[C@H:9]([C:14](=[O:16])[NH:29][CH2:28][C:25]2[CH:24]=[CH:23][C:22]([C:21]3[O:17][CH:18]=[N:19][CH:20]=3)=[CH:27][CH:26]=2)[CH2:10]1. (8) Given the reactants C([O:8][C:9]1[CH:10]=[CH:11][C:12]([C@@H:20]([O:63][Si:64]([C:67]([CH3:70])([CH3:69])[CH3:68])([CH3:66])[CH3:65])[CH2:21][NH:22][CH2:23][CH2:24][CH2:25][CH2:26][CH2:27][O:28][C:29]2[CH:62]=[CH:61][C:32]([C:33]([NH:35][C:36]3[CH:37]=[C:38]([C:42]([OH:60])([C:54]4[CH:59]=[CH:58][CH:57]=[CH:56][CH:55]=4)[C:43]([O:45][C@@H:46]4[CH:51]5[CH2:52][CH2:53][N:48]([CH2:49][CH2:50]5)[CH2:47]4)=[O:44])[CH:39]=[CH:40][CH:41]=3)=[O:34])=[CH:31][CH:30]=2)=[C:13]2[C:18]=1[NH:17][C:16](=[O:19])[CH:15]=[CH:14]2)C1C=CC=CC=1.O, predict the reaction product. The product is: [Si:64]([O:63][C@H:20]([C:12]1[CH:11]=[CH:10][C:9]([OH:8])=[C:18]2[C:13]=1[CH:14]=[CH:15][C:16](=[O:19])[NH:17]2)[CH2:21][NH:22][CH2:23][CH2:24][CH2:25][CH2:26][CH2:27][O:28][C:29]1[CH:30]=[CH:31][C:32]([C:33]([NH:35][C:36]2[CH:37]=[C:38]([C:42]([OH:60])([C:54]3[CH:55]=[CH:56][CH:57]=[CH:58][CH:59]=3)[C:43]([O:45][C@@H:46]3[CH:51]4[CH2:52][CH2:53][N:48]([CH2:49][CH2:50]4)[CH2:47]3)=[O:44])[CH:39]=[CH:40][CH:41]=2)=[O:34])=[CH:61][CH:62]=1)([C:67]([CH3:70])([CH3:68])[CH3:69])([CH3:66])[CH3:65].